From a dataset of Catalyst prediction with 721,799 reactions and 888 catalyst types from USPTO. Predict which catalyst facilitates the given reaction. (1) Product: [NH2:1][C:2]1[N:6]([C:7]2[CH:12]=[CH:11][C:10]([O:13][CH3:14])=[CH:9][CH:8]=2)[N:5]=[CH:4][C:3]=1[C:15]([OH:16])=[O:20]. Reactant: [NH2:1][C:2]1[N:6]([C:7]2[CH:12]=[CH:11][C:10]([O:13][CH3:14])=[CH:9][CH:8]=2)[N:5]=[CH:4][C:3]=1[C:15](N)=[O:16].C([OH:20])C.Cl. The catalyst class is: 74. (2) Reactant: [OH:1]OS([O-])=O.[K+].[Br:7][C:8]1[CH:32]=[CH:31][C:11]([NH:12][C:13]2[C:22]3[C:17](=[CH:18][C:19]([O:25][CH2:26][CH2:27][S:28][CH2:29][CH3:30])=[C:20]([O:23][CH3:24])[CH:21]=3)[N:16]=[CH:15][N:14]=2)=[C:10]([F:33])[CH:9]=1. Product: [Br:7][C:8]1[CH:32]=[CH:31][C:11]([NH:12][C:13]2[C:22]3[C:17](=[CH:18][C:19]([O:25][CH2:26][CH2:27][S:28]([CH2:29][CH3:30])=[O:1])=[C:20]([O:23][CH3:24])[CH:21]=3)[N:16]=[CH:15][N:14]=2)=[C:10]([F:33])[CH:9]=1. The catalyst class is: 72.